Dataset: Catalyst prediction with 721,799 reactions and 888 catalyst types from USPTO. Task: Predict which catalyst facilitates the given reaction. (1) Reactant: C([O:3][C:4]([C:6]1[C:10]([C:11]2[CH:16]=[CH:15][C:14]([F:17])=[CH:13][CH:12]=2)=[CH:9][N:8]([CH2:18][CH2:19][N:20]([CH3:22])[CH3:21])[N:7]=1)=[O:5])C.[OH-].[Na+].CO. Product: [CH3:21][N:20]([CH3:22])[CH2:19][CH2:18][N:8]1[CH:9]=[C:10]([C:11]2[CH:16]=[CH:15][C:14]([F:17])=[CH:13][CH:12]=2)[C:6]([C:4]([OH:5])=[O:3])=[N:7]1. The catalyst class is: 24. (2) Reactant: [C:1]([C:3]1[C:8]2[N:9]=[N:10][N:11]([CH3:12])[C:7]=2[CH:6]=[C:5]([C:13]2[CH:32]=[CH:31][C:16]([O:17][CH2:18][CH2:19][CH:20]3[CH2:23][N:22](C(OC(C)(C)C)=O)[CH2:21]3)=[C:15]([C:33]([F:36])([F:35])[F:34])[CH:14]=2)[N:4]=1)#[N:2].[F:37][C:38]([F:43])([F:42])[C:39]([OH:41])=[O:40]. Product: [F:37][C:38]([F:43])([F:42])[C:39]([OH:41])=[O:40].[NH:22]1[CH2:23][CH:20]([CH2:19][CH2:18][O:17][C:16]2[CH:31]=[CH:32][C:13]([C:5]3[N:4]=[C:3]([C:1]#[N:2])[C:8]4[N:9]=[N:10][N:11]([CH3:12])[C:7]=4[CH:6]=3)=[CH:14][C:15]=2[C:33]([F:36])([F:34])[F:35])[CH2:21]1. The catalyst class is: 643. (3) Reactant: [CH:1]([N:4]1[CH2:9][CH2:8][N:7]([C:10]2[S:11][C:12]3[CH:18]=[C:17]([CH:19]=O)[CH:16]=[CH:15][C:13]=3[N:14]=2)[CH2:6][CH2:5]1)([CH3:3])[CH3:2].CC(O)=O.[NH:25]1[CH2:30][CH2:29][O:28][CH2:27][CH2:26]1.[BH3-]C#N.[Na+]. Product: [CH:1]([N:4]1[CH2:5][CH2:6][N:7]([C:10]2[S:11][C:12]3[CH:18]=[C:17]([CH2:19][N:25]4[CH2:30][CH2:29][O:28][CH2:27][CH2:26]4)[CH:16]=[CH:15][C:13]=3[N:14]=2)[CH2:8][CH2:9]1)([CH3:3])[CH3:2]. The catalyst class is: 1.